This data is from Reaction yield outcomes from USPTO patents with 853,638 reactions. The task is: Predict the reaction yield, written as a fraction of the theoretical maximum amount of product (1.0 means a 100% yield; for example, 0.34 means a 34% yield). The product is [Cl:12][C:13]1[CH:20]=[CH:19][C:16]([N:17]([C:2]2[C:11]3[C:6](=[CH:7][CH:8]=[CH:9][CH:10]=3)[N:5]=[CH:4][CH:3]=2)[CH3:18])=[CH:15][CH:14]=1. The yield is 0.970. The reactants are Cl[C:2]1[C:11]2[C:6](=[CH:7][CH:8]=[CH:9][CH:10]=2)[N:5]=[CH:4][CH:3]=1.[Cl:12][C:13]1[CH:20]=[CH:19][C:16]([NH:17][CH3:18])=[CH:15][CH:14]=1.[OH-].[Na+]. The catalyst is C(O)(=O)C.